Dataset: Full USPTO retrosynthesis dataset with 1.9M reactions from patents (1976-2016). Task: Predict the reactants needed to synthesize the given product. (1) Given the product [N:1]1[CH:6]=[CH:5][CH:4]=[C:3]([CH:7]([C:9]2[CH:10]=[CH:11][C:12]3[S:17][C:16]4[N:18]=[CH:19][CH:20]=[N:21][C:15]=4[N:14]([CH2:22][O:23][CH3:24])[C:13]=3[CH:25]=2)[CH3:8])[CH:2]=1, predict the reactants needed to synthesize it. The reactants are: [N:1]1[CH:6]=[CH:5][CH:4]=[C:3]([C:7]([C:9]2[CH:10]=[CH:11][C:12]3[S:17][C:16]4[N:18]=[CH:19][CH:20]=[N:21][C:15]=4[N:14]([CH2:22][O:23][CH3:24])[C:13]=3[CH:25]=2)=[CH2:8])[CH:2]=1.[H][H]. (2) Given the product [CH2:1]([O:8][C:9]1[C:17]2[N:16]=[C:15]([CH3:18])[N:14]([S:19]([C:22]3[CH:27]=[CH:26][C:25]([CH3:28])=[CH:24][CH:23]=3)(=[O:21])=[O:20])[C:13]=2[CH:12]=[C:11]([C:34]([N:36]([CH3:37])[CH3:35])=[O:30])[CH:10]=1)[C:2]1[CH:7]=[CH:6][CH:5]=[CH:4][CH:3]=1, predict the reactants needed to synthesize it. The reactants are: [CH2:1]([O:8][C:9]1[C:17]2[N:16]=[C:15]([CH3:18])[N:14]([S:19]([C:22]3[CH:27]=[CH:26][C:25]([CH3:28])=[CH:24][CH:23]=3)(=[O:21])=[O:20])[C:13]=2[CH:12]=[C:11](Br)[CH:10]=1)[C:2]1[CH:7]=[CH:6][CH:5]=[CH:4][CH:3]=1.[O:30]1[CH2:34]CCC1.[CH3:35][NH:36][CH3:37].